Dataset: Reaction yield outcomes from USPTO patents with 853,638 reactions. Task: Predict the reaction yield, written as a fraction of the theoretical maximum amount of product (1.0 means a 100% yield; for example, 0.34 means a 34% yield). (1) The reactants are [CH2:1]([CH:5](CC#N)[C:6]#[N:7])[CH:2]([CH3:4])[CH3:3].P([O-])([O-])([O-])=O.[K+].[K+].[K+].C(N([CH2:35][C:36]([OH:38])=[O:37])[CH2:35][C:36]([OH:38])=[O:37])CN([CH2:35][C:36]([OH:38])=[O:37])[CH2:35][C:36]([OH:38])=[O:37].SC[C@H]([C@@H](CS)O)O. The catalyst is P([O-])([O-])([O-])=O. The product is [C:6]([C@@H:5]([CH2:1][CH:2]([CH3:4])[CH3:3])[CH2:35][C:36]([OH:38])=[O:37])#[N:7]. The yield is 0.175. (2) The reactants are [CH3:1][NH:2][CH2:3][CH2:4][CH2:5][NH2:6].[Cl:7][C:8]1[C:9]([OH:17])=[C:10]([CH:13]=[C:14]([Cl:16])[CH:15]=1)[CH:11]=O. The catalyst is C(O)C. The product is [Cl:7][C:8]1[CH:15]=[C:14]([Cl:16])[CH:13]=[C:10]([CH:11]=[N:6][CH2:5][CH2:4][CH2:3][NH:2][CH3:1])[C:9]=1[OH:17]. The yield is 1.00. (3) The product is [ClH:39].[NH2:29][C:27]1[CH:26]=[CH:25][C:23]2[NH:24][C:19]([C:3]3[C:4](=[O:18])[C@@:5]([CH3:17])([CH2:12][CH2:13][CH:14]([CH3:16])[CH3:15])[C:6]4[C:11]([C:2]=3[OH:1])=[CH:10][CH:9]=[CH:8][CH:7]=4)=[N:20][S:21](=[O:38])(=[O:37])[C:22]=2[CH:28]=1. The reactants are [OH:1][C:2]1[C:11]2[C:6](=[CH:7][CH:8]=[CH:9][CH:10]=2)[C@:5]([CH3:17])([CH2:12][CH2:13][CH:14]([CH3:16])[CH3:15])[C:4](=[O:18])[C:3]=1[C:19]1[NH:24][C:23]2[CH:25]=[CH:26][C:27]([NH:29]C(=O)OC(C)(C)C)=[CH:28][C:22]=2[S:21](=[O:38])(=[O:37])[N:20]=1.[ClH:39]. The yield is 0.990. The catalyst is O1CCOCC1. (4) The reactants are CC1(C)C(=O)CCC1NC1C2N(C=CC=2)N=CC=1C(N)=O.[Br:22][C:23]1[CH:24]=[C:25]2[C:30]([NH:31][CH:32]3[CH2:36][CH2:35][CH:34]([OH:37])[C:33]3([CH3:39])[CH3:38])=[C:29]([C:40]([NH2:42])=[O:41])[CH:28]=[N:27][N:26]2[CH:43]=1. No catalyst specified. The product is [Br:22][C:23]1[CH:24]=[C:25]2[C:30]([NH:31][CH:32]3[CH2:36][CH2:35][C:34](=[O:37])[C:33]3([CH3:39])[CH3:38])=[C:29]([C:40]([NH2:42])=[O:41])[CH:28]=[N:27][N:26]2[CH:43]=1. The yield is 0.800. (5) The reactants are [F:1][C:2]([F:14])([F:13])[C:3]1[N:8]=[C:7]([CH3:9])[C:6]([C:10](Cl)=[O:11])=[CH:5][CH:4]=1.[Cl:15][C:16]1[CH:22]=[CH:21][C:19]([NH2:20])=[CH:18][C:17]=1[C:23]1[CH:28]=[CH:27][CH:26]=[CH:25][N:24]=1.CCOC(C)=O. The catalyst is C1COCC1. The product is [Cl:15][C:16]1[CH:22]=[CH:21][C:19]([NH:20][C:10]([C:6]2[C:7]([CH3:9])=[N:8][C:3]([C:2]([F:14])([F:13])[F:1])=[CH:4][CH:5]=2)=[O:11])=[CH:18][C:17]=1[C:23]1[CH:28]=[CH:27][CH:26]=[CH:25][N:24]=1. The yield is 0.880. (6) The reactants are [F:1][C:2]([F:11])([F:10])[C:3]1[NH:4][CH2:5][CH:6]([OH:9])[CH2:7][N:8]=1.[N+](C1C=CC=CC=1)([O-])=O.C[O-].[Na+]. The catalyst is CO. The product is [F:11][C:2]([F:1])([F:10])[C:3]1[N:4]=[CH:5][C:6]([OH:9])=[CH:7][N:8]=1. The yield is 0.0840.